From a dataset of Peptide-MHC class I binding affinity with 185,985 pairs from IEDB/IMGT. Regression. Given a peptide amino acid sequence and an MHC pseudo amino acid sequence, predict their binding affinity value. This is MHC class I binding data. (1) The peptide sequence is NFGTIILNK. The MHC is HLA-A68:01 with pseudo-sequence HLA-A68:01. The binding affinity (normalized) is 0.424. (2) The peptide sequence is HILGPDCCI. The MHC is HLA-A24:02 with pseudo-sequence HLA-A24:02. The binding affinity (normalized) is 0. (3) The MHC is HLA-B08:01 with pseudo-sequence HLA-B08:01. The peptide sequence is LIFPAFFLC. The binding affinity (normalized) is 0.0847.